This data is from NCI-60 drug combinations with 297,098 pairs across 59 cell lines. The task is: Regression. Given two drug SMILES strings and cell line genomic features, predict the synergy score measuring deviation from expected non-interaction effect. (1) Drug 1: CC=C1C(=O)NC(C(=O)OC2CC(=O)NC(C(=O)NC(CSSCCC=C2)C(=O)N1)C(C)C)C(C)C. Drug 2: CNC(=O)C1=NC=CC(=C1)OC2=CC=C(C=C2)NC(=O)NC3=CC(=C(C=C3)Cl)C(F)(F)F. Cell line: HOP-62. Synergy scores: CSS=44.3, Synergy_ZIP=1.73, Synergy_Bliss=-7.26, Synergy_Loewe=-75.1, Synergy_HSA=-7.63. (2) Drug 1: C1=C(C(=O)NC(=O)N1)F. Drug 2: CCC(=C(C1=CC=CC=C1)C2=CC=C(C=C2)OCCN(C)C)C3=CC=CC=C3.C(C(=O)O)C(CC(=O)O)(C(=O)O)O. Cell line: SF-268. Synergy scores: CSS=25.1, Synergy_ZIP=2.44, Synergy_Bliss=6.99, Synergy_Loewe=2.22, Synergy_HSA=3.18.